This data is from Forward reaction prediction with 1.9M reactions from USPTO patents (1976-2016). The task is: Predict the product of the given reaction. (1) Given the reactants [Br-].[C:2]([CH:4](C)[CH2:5]C[P+](C1C=CC=CC=1)(C1C=CC=CC=1)C1C=CC=CC=1)#[N:3].[Na].C[Si]([N-][Si](C)(C)C)(C)C.[C:37]([O:41][C:42]([NH:44][C:45]([CH3:52])([CH:50]=O)[C:46]([O:48][CH3:49])=[O:47])=[O:43])([CH3:40])([CH3:39])[CH3:38], predict the reaction product. The product is: [C:37]([O:41][C:42]([NH:44][C:45]([CH3:52])(/[CH:50]=[CH:5]\[CH2:4][C:2]#[N:3])[C:46]([O:48][CH3:49])=[O:47])=[O:43])([CH3:40])([CH3:39])[CH3:38]. (2) Given the reactants N1CCCCC1.C1C2C(COC(=O)[NH:23][C@H:24]([C:45]([OH:47])=[O:46])[CH2:25][CH2:26][CH2:27][CH2:28][N:29]([CH2:38][C:39]3[N:40]([CH3:44])[CH:41]=[CH:42][N:43]=3)[CH2:30][C:31](=[O:37])[O:32][C:33]([CH3:36])([CH3:35])[CH3:34])C3C(=CC=CC=3)C=2C=CC=1, predict the reaction product. The product is: [NH2:23][C@@H:24]([CH2:25][CH2:26][CH2:27][CH2:28][N:29]([CH2:30][C:31]([O:32][C:33]([CH3:36])([CH3:35])[CH3:34])=[O:37])[CH2:38][C:39]1[N:40]([CH3:44])[CH:41]=[CH:42][N:43]=1)[C:45]([OH:47])=[O:46]. (3) Given the reactants [CH2:1]([O:3][C:4]1[CH:9]=[CH:8][C:7]([C:10]#[C:11][C:12]2[CH:17]=[CH:16][C:15]([CH2:18][CH:19]([NH:21]C(=O)OC(C)(C)C)[CH3:20])=[CH:14][CH:13]=2)=[CH:6][CH:5]=1)[CH3:2].[ClH:29], predict the reaction product. The product is: [ClH:29].[CH2:1]([O:3][C:4]1[CH:9]=[CH:8][C:7]([C:10]#[C:11][C:12]2[CH:13]=[CH:14][C:15]([CH2:18][CH:19]([NH2:21])[CH3:20])=[CH:16][CH:17]=2)=[CH:6][CH:5]=1)[CH3:2]. (4) Given the reactants [Cl:1][C:2]1[CH:7]=[CH:6][N:5]=[C:4]2[CH:8]=[C:9]([C:11]([OH:13])=O)[S:10][C:3]=12.[CH3:14][NH:15][CH3:16].C1COCC1.CCN(CC)CC, predict the reaction product. The product is: [Cl:1][C:2]1[CH:7]=[CH:6][N:5]=[C:4]2[CH:8]=[C:9]([C:11]([N:15]([CH3:16])[CH3:14])=[O:13])[S:10][C:3]=12. (5) Given the reactants FC(F)(F)C(O)=O.[CH2:8]([NH:12][C:13]1[N:21]=[C:20]2[C:16]([N:17]=[C:18]([O:22][CH3:23])[NH:19]2)=[C:15]([NH2:24])[N:14]=1)[CH2:9][CH2:10][CH3:11].C(=O)([O-])[O-].[K+].[K+].CS(O[CH2:36][CH:37]1[CH2:42][CH2:41][O:40][C:39]([CH3:44])([CH3:43])[CH2:38]1)(=O)=O.[Br-].[Li+], predict the reaction product. The product is: [CH2:8]([NH:12][C:13]1[N:21]=[C:20]2[C:16]([N:17]=[C:18]([O:22][CH3:23])[N:19]2[CH2:36][CH:37]2[CH2:42][CH2:41][O:40][C:39]([CH3:44])([CH3:43])[CH2:38]2)=[C:15]([NH2:24])[N:14]=1)[CH2:9][CH2:10][CH3:11]. (6) Given the reactants [C:1]([O:5][C:6]([NH:8][CH2:9][C:10]([OH:12])=[O:11])=[O:7])([CH3:4])([CH3:3])[CH3:2].[CH2:13](O)[CH3:14].Cl.CN(C)CCCN=C=NCC, predict the reaction product. The product is: [C:1]([O:5][C:6]([NH:8][CH2:9][C:10]([O:12][CH2:13][CH3:14])=[O:11])=[O:7])([CH3:4])([CH3:2])[CH3:3].